From a dataset of Catalyst prediction with 721,799 reactions and 888 catalyst types from USPTO. Predict which catalyst facilitates the given reaction. (1) Product: [CH3:2][O:3][C:4]([C:6]1[CH:7]=[C:8]2[C:12](=[CH:13][CH:14]=1)[CH2:11][N:10]([C:28]([C:25]1[CH:26]=[CH:27][C:22]([C:31]3[CH:32]=[CH:33][CH:34]=[CH:35][CH:36]=3)=[CH:23][CH:24]=1)=[O:29])[CH2:9]2)=[O:5]. Reactant: Br.[CH3:2][O:3][C:4]([C:6]1[CH:7]=[C:8]2[C:12](=[CH:13][CH:14]=1)[CH2:11][NH:10][CH2:9]2)=[O:5].C(N(CC)CC)C.[C:22]1([C:31]2[CH:36]=[CH:35][CH:34]=[CH:33][CH:32]=2)[CH:27]=[CH:26][C:25]([C:28](Cl)=[O:29])=[CH:24][CH:23]=1.C(Cl)(Cl)Cl. The catalyst class is: 1. (2) Reactant: [F:1][C:2]1[CH:7]=[CH:6][CH:5]=[CH:4][C:3]=1[C:8]1[C:9]([C:18]([O:20][CH3:21])=[O:19])=[CH:10][C:11]([C:14]([O:16]C)=[O:15])=[CH:12][CH:13]=1.[OH-].[K+]. Product: [F:1][C:2]1[CH:7]=[CH:6][CH:5]=[CH:4][C:3]=1[C:8]1[CH:13]=[CH:12][C:11]([C:14]([OH:16])=[O:15])=[CH:10][C:9]=1[C:18]([O:20][CH3:21])=[O:19]. The catalyst class is: 36. (3) The catalyst class is: 217. Reactant: [OH:1][C:2]([C:10]1[CH:15]=[CH:14][C:13]([C:16]([F:19])([F:18])[F:17])=[CH:12][CH:11]=1)([CH3:9])[CH2:3][C:4](OCC)=[O:5].[H-].C([Al+]CC(C)C)C(C)C.Cl. Product: [F:17][C:16]([F:18])([F:19])[C:13]1[CH:12]=[CH:11][C:10]([C:2]([OH:1])([CH3:9])[CH2:3][CH2:4][OH:5])=[CH:15][CH:14]=1. (4) Reactant: [Br:1][C:2]1[CH:7]=[CH:6][C:5](B(O)O)=[CH:4][CH:3]=1.[CH3:11][C:12]1[C:16](I)=[C:15]([CH3:18])[O:14][N:13]=1.C([O-])(O)=O.[Na+]. Product: [Br:1][C:2]1[CH:7]=[CH:6][C:5]([C:16]2[C:12]([CH3:11])=[N:13][O:14][C:15]=2[CH3:18])=[CH:4][CH:3]=1. The catalyst class is: 600. (5) Reactant: Br[C:2]1[N:10]2[C:5]([N:6]=[N:7][C:8]3[C:14]([O:15][CH3:16])=[CH:13][C:12]([C:17]([F:20])([F:19])[F:18])=[CH:11][C:9]=32)=[C:4]([CH3:21])[N:3]=1.C(=O)([O-])[O-].[K+].[K+].CC1(C)C(C)(C)OB([C:36]2[S:37][CH:38]=[CH:39][C:40]=2[CH3:41])O1. Product: [CH3:16][O:15][C:14]1[C:8]2[N:7]=[N:6][C:5]3=[C:4]([CH3:21])[N:3]=[C:2]([C:36]4[S:37][CH:38]=[CH:39][C:40]=4[CH3:41])[N:10]3[C:9]=2[CH:11]=[C:12]([C:17]([F:20])([F:19])[F:18])[CH:13]=1. The catalyst class is: 70.